This data is from Peptide-MHC class I binding affinity with 185,985 pairs from IEDB/IMGT. The task is: Regression. Given a peptide amino acid sequence and an MHC pseudo amino acid sequence, predict their binding affinity value. This is MHC class I binding data. (1) The peptide sequence is HTVGLGQGY. The MHC is HLA-A69:01 with pseudo-sequence HLA-A69:01. The binding affinity (normalized) is 0.0847. (2) The peptide sequence is KTIYLLSLF. The MHC is HLA-A32:01 with pseudo-sequence HLA-A32:01. The binding affinity (normalized) is 0.784. (3) The binding affinity (normalized) is 0.503. The MHC is HLA-A02:01 with pseudo-sequence HLA-A02:01. The peptide sequence is YLVWQPMSAI. (4) The peptide sequence is YPGNTFVNF. The MHC is HLA-B51:01 with pseudo-sequence HLA-B51:01. The binding affinity (normalized) is 0.297. (5) The peptide sequence is EEFLDYMPSM. The MHC is HLA-B44:03 with pseudo-sequence HLA-B44:03. The binding affinity (normalized) is 0.606. (6) The peptide sequence is STMSLVMAWR. The MHC is HLA-A11:01 with pseudo-sequence HLA-A11:01. The binding affinity (normalized) is 0.662. (7) The peptide sequence is LLFLMSFTI. The MHC is HLA-A02:03 with pseudo-sequence HLA-A02:03. The binding affinity (normalized) is 0.480. (8) The peptide sequence is LSDHQDLKW. The MHC is HLA-A03:01 with pseudo-sequence HLA-A03:01. The binding affinity (normalized) is 0.0847.